This data is from Full USPTO retrosynthesis dataset with 1.9M reactions from patents (1976-2016). The task is: Predict the reactants needed to synthesize the given product. (1) Given the product [CH3:19][C:16]([Si:13]([CH3:14])([CH3:15])[O:20][CH2:21][CH2:22][N:23]([CH3:24])[S:9]([C:3]1[CH:4]=[CH:5][C:6]([F:8])=[CH:7][C:2]=1[F:1])(=[O:11])=[O:10])([CH3:17])[CH3:18], predict the reactants needed to synthesize it. The reactants are: [F:1][C:2]1[CH:7]=[C:6]([F:8])[CH:5]=[CH:4][C:3]=1[S:9](Cl)(=[O:11])=[O:10].[Si:13]([O:20][CH2:21][CH2:22][NH:23][CH3:24])([C:16]([CH3:19])([CH3:18])[CH3:17])([CH3:15])[CH3:14]. (2) The reactants are: [NH2:1][C:2]1[N:7]=[C:6]([N:8]2[CH2:32][CH2:31][C:11]3([CH2:15][N:14]([C:16]([O:18][CH2:19][C:20]4[CH:25]=[CH:24][CH:23]=[CH:22][CH:21]=4)=[O:17])[C@H:13]([C:26]([O:28][CH2:29][CH3:30])=[O:27])[CH2:12]3)[CH2:10][CH2:9]2)[CH:5]=[C:4]([O:33][C@H:34]([C:39]2[CH:44]=[CH:43][C:42]([CH:45]=[O:46])=[CH:41][C:40]=2[N:47]2[CH:51]=[CH:50][C:49]([CH3:52])=[N:48]2)[C:35]([F:38])([F:37])[F:36])[N:3]=1.[BH3-]C#N.[Na+]. Given the product [NH2:1][C:2]1[N:7]=[C:6]([N:8]2[CH2:32][CH2:31][C:11]3([CH2:15][N:14]([C:16]([O:18][CH2:19][C:20]4[CH:25]=[CH:24][CH:23]=[CH:22][CH:21]=4)=[O:17])[C@H:13]([C:26]([O:28][CH2:29][CH3:30])=[O:27])[CH2:12]3)[CH2:10][CH2:9]2)[CH:5]=[C:4]([O:33][C@H:34]([C:39]2[CH:44]=[CH:43][C:42]([CH2:45][OH:46])=[CH:41][C:40]=2[N:47]2[CH:51]=[CH:50][C:49]([CH3:52])=[N:48]2)[C:35]([F:38])([F:37])[F:36])[N:3]=1, predict the reactants needed to synthesize it. (3) Given the product [Br:3][C:4]1[C:9]([OH:10])=[CH:8][CH:7]=[C:6]([CH2:13][OH:15])[N:5]=1, predict the reactants needed to synthesize it. The reactants are: [OH-].[K+].[Br:3][C:4]1[C:9]([OH:10])=[CH:8][CH:7]=[CH:6][N:5]=1.C=O.[C:13](O)(=[O:15])C.